From a dataset of Full USPTO retrosynthesis dataset with 1.9M reactions from patents (1976-2016). Predict the reactants needed to synthesize the given product. (1) Given the product [F:13][C:14]1[CH:19]=[C:18]([C:5]2[C:6]3[S:10][C:9]([CH3:11])=[N:8][C:7]=3[C:2]([NH:23][C:24]3[S:25][CH:26]=[C:27]([CH3:29])[N:28]=3)=[N:3][CH:4]=2)[CH:17]=[N:16][CH:15]=1, predict the reactants needed to synthesize it. The reactants are: Cl[C:2]1[C:7]2[N:8]=[C:9]([CH3:11])[S:10][C:6]=2[C:5](I)=[CH:4][N:3]=1.[F:13][C:14]1[CH:15]=[N:16][CH:17]=[C:18](B(O)O)[CH:19]=1.[NH2:23][C:24]1[S:25][CH:26]=[C:27]([CH3:29])[N:28]=1. (2) The reactants are: [Cl:1][C:2]1[N:7]=[CH:6][C:5]([OH:8])=[CH:4][CH:3]=1.[H-].[Na+].Cl[CH2:12][O:13][CH3:14]. Given the product [Cl:1][C:2]1[CH:3]=[CH:4][C:5]([O:8][CH2:12][O:13][CH3:14])=[CH:6][N:7]=1, predict the reactants needed to synthesize it. (3) Given the product [CH:31]([N:14]([CH2:13][C@H:11]1[C@H:10]([O:34][CH2:36][C:37]2[O:41][N:40]=[C:39]([C:42]3[CH:47]=[CH:46][C:45]([O:48][CH3:49])=[CH:44][CH:43]=3)[CH:38]=2)[CH2:9][NH:8][CH2:12]1)[C:15](=[O:30])[C:16]1[CH:21]=[CH:20][C:19]([O:22][CH3:23])=[C:18]([O:24][CH2:25][CH2:26][CH2:27][O:28][CH3:29])[CH:17]=1)([CH3:33])[CH3:32], predict the reactants needed to synthesize it. The reactants are: C(OC([N:8]1[CH2:12][C@@H:11]([CH2:13][N:14]([CH:31]([CH3:33])[CH3:32])[C:15](=[O:30])[C:16]2[CH:21]=[CH:20][C:19]([O:22][CH3:23])=[C:18]([O:24][CH2:25][CH2:26][CH2:27][O:28][CH3:29])[CH:17]=2)[C@H:10]([OH:34])[CH2:9]1)=O)(C)(C)C.Cl[CH2:36][C:37]1[O:41][N:40]=[C:39]([C:42]2[CH:47]=[CH:46][C:45]([O:48][CH3:49])=[CH:44][CH:43]=2)[CH:38]=1.CC#N.O.CC#N. (4) Given the product [CH3:15][C:14]1[NH:17][C:4]2[C:3](=[O:20])[N:2]([CH3:1])[CH:7]=[CH:6][C:5]=2[C:8]=1[C:9]([O:11][CH2:12][CH3:13])=[O:10], predict the reactants needed to synthesize it. The reactants are: [CH3:1][N:2]1[CH:7]=[CH:6][C:5]([CH:8]([C:14](=O)[CH3:15])[C:9]([O:11][CH2:12][CH3:13])=[O:10])=[C:4]([N+:17]([O-])=O)[C:3]1=[O:20].[Cl-].[NH4+]. (5) Given the product [F:1][C:2]1[CH:7]=[CH:6][C:5]([O:8][CH2:15][CH2:14][CH2:13][CH2:12][CH2:11][C:10]#[CH:9])=[CH:4][CH:3]=1, predict the reactants needed to synthesize it. The reactants are: [F:1][C:2]1[CH:7]=[CH:6][C:5]([OH:8])=[CH:4][CH:3]=1.[CH2:9](O)[CH2:10][CH2:11][CH2:12][CH2:13][C:14]#[CH:15].C1(P(C2C=CC=CC=2)C2C=CC=CC=2)C=CC=CC=1.